This data is from Forward reaction prediction with 1.9M reactions from USPTO patents (1976-2016). The task is: Predict the product of the given reaction. Given the reactants [CH3:1][C:2]1[N:3]([CH2:19][C:20]([OH:22])=O)[C:4]2[C:9]([CH:10]=1)=[CH:8][C:7]([NH:11][S:12]([C:15]([F:18])([F:17])[F:16])(=[O:14])=[O:13])=[CH:6][CH:5]=2.C[O:24][C:25](=[O:33])[C:26]1[CH:31]=[CH:30][C:29]([NH2:32])=[CH:28][CH:27]=1, predict the reaction product. The product is: [CH3:1][C:2]1[N:3]([CH2:19][C:20]([NH:32][C:29]2[CH:30]=[CH:31][C:26]([C:25]([OH:33])=[O:24])=[CH:27][CH:28]=2)=[O:22])[C:4]2[C:9]([CH:10]=1)=[CH:8][C:7]([NH:11][S:12]([C:15]([F:17])([F:16])[F:18])(=[O:13])=[O:14])=[CH:6][CH:5]=2.